From a dataset of Catalyst prediction with 721,799 reactions and 888 catalyst types from USPTO. Predict which catalyst facilitates the given reaction. (1) Reactant: [NH2:1][C:2]1[C:3]2[CH:14]=[C:13]([C:15]([F:18])([F:17])[F:16])[CH:12]=[CH:11][C:4]=2[S:5][C:6]=1[C:7]([O:9][CH3:10])=[O:8].[F:19][C:20]([F:31])([F:30])[C:21](O[C:21](=[O:22])[C:20]([F:31])([F:30])[F:19])=[O:22].C(=O)([O-])[O-].[K+].[K+].CN(C)C=O. Product: [F:19][C:20]([F:31])([F:30])[C:21]([NH:1][C:2]1[C:3]2[CH:14]=[C:13]([C:15]([F:18])([F:16])[F:17])[CH:12]=[CH:11][C:4]=2[S:5][C:6]=1[C:7]([O:9][CH3:10])=[O:8])=[O:22]. The catalyst class is: 310. (2) Reactant: [N:1]1[C:6]2[S:7][CH:8]=[CH:9][C:5]=2[C:4](=[O:10])[NH:3][CH:2]=1.F[P-](F)(F)(F)(F)F.[N:18]1(O[P+](N(C)C)(N(C)C)N(C)C)[C:22]2[CH:23]=[CH:24][CH:25]=[CH:26][C:21]=2[N:20]=[N:19]1.C1CCN2C(=NCCC2)CC1. Product: [N:18]1([O:10][C:4]2[C:5]3[CH:9]=[CH:8][S:7][C:6]=3[N:1]=[CH:2][N:3]=2)[C:22]2[CH:23]=[CH:24][CH:25]=[CH:26][C:21]=2[N:20]=[N:19]1. The catalyst class is: 23. (3) Reactant: C([O:8][C:9]1[CH:26]=[CH:25][C:12]2[NH:13][C:14]([CH2:19][C:20]([O:22][CH2:23][CH3:24])=[O:21])=[N:15][S:16](=[O:18])(=[O:17])[C:11]=2[CH:10]=1)C1C=CC=CC=1.[H][H]. Product: [OH:8][C:9]1[CH:26]=[CH:25][C:12]2[NH:13][C:14]([CH2:19][C:20]([O:22][CH2:23][CH3:24])=[O:21])=[N:15][S:16](=[O:18])(=[O:17])[C:11]=2[CH:10]=1. The catalyst class is: 29. (4) Reactant: [CH2:1]([O:3][C:4]([C:6]1[CH:7]=[CH:8][C:9]([N:12]2[CH2:17][CH2:16][CH:15]([NH2:18])[CH2:14][CH2:13]2)=[N:10][CH:11]=1)=[O:5])[CH3:2].C(N(CC)CC)C.[CH:26]1[N:30]=[CH:29][N:28]([C:31](N2C=NC=C2)=[O:32])[CH:27]=1. Product: [CH2:1]([O:3][C:4]([C:6]1[CH:7]=[CH:8][C:9]([N:12]2[CH2:17][CH2:16][CH:15]([NH:18][C:31]([N:28]3[CH:27]=[CH:26][N:30]=[CH:29]3)=[O:32])[CH2:14][CH2:13]2)=[N:10][CH:11]=1)=[O:5])[CH3:2]. The catalyst class is: 2. (5) Reactant: [C@@H:1]12[N:8](C)[C@@H:5]([CH2:6][CH2:7]1)[CH2:4][CH2:3][CH2:2]2.[Cl:10]C(OC(Cl)C)=O.C1(C)C=CC=CC=1. Product: [ClH:10].[CH:5]12[NH:8][CH:1]([CH2:7][CH2:6]1)[CH2:2][CH2:3][CH2:4]2. The catalyst class is: 5. (6) Reactant: [BH4-].[Na+].[O:3]=[C:4]1[CH2:9][CH2:8][N:7]([C:10]([O:12][C:13]([CH3:16])([CH3:15])[CH3:14])=[O:11])[CH2:6][CH2:5]1. Product: [OH:3][CH:4]1[CH2:5][CH2:6][N:7]([C:10]([O:12][C:13]([CH3:16])([CH3:15])[CH3:14])=[O:11])[CH2:8][CH2:9]1. The catalyst class is: 5.